Dataset: Peptide-MHC class I binding affinity with 185,985 pairs from IEDB/IMGT. Task: Regression. Given a peptide amino acid sequence and an MHC pseudo amino acid sequence, predict their binding affinity value. This is MHC class I binding data. (1) The peptide sequence is LPIRYQTTA. The MHC is HLA-B51:01 with pseudo-sequence HLA-B51:01. The binding affinity (normalized) is 0.105. (2) The peptide sequence is SILSLETVK. The MHC is HLA-A31:01 with pseudo-sequence HLA-A31:01. The binding affinity (normalized) is 0.273.